Dataset: Catalyst prediction with 721,799 reactions and 888 catalyst types from USPTO. Task: Predict which catalyst facilitates the given reaction. (1) Product: [CH3:1][O:2][CH2:3][C:4]([NH:7][C:8]1[C:12]2[CH:13]=[N:14][C:15]([NH:17][C:18]([NH:20][C@@H:21]([C:23]3[CH:28]=[CH:27][CH:26]=[CH:25][CH:24]=3)[CH3:22])=[O:19])=[CH:16][C:11]=2[N:10]([C:29]([C:36]2[CH:41]=[CH:40][CH:39]=[CH:38][CH:37]=2)([C:30]2[CH:31]=[CH:32][CH:33]=[CH:34][CH:35]=2)[C:42]2[CH:43]=[CH:44][CH:45]=[CH:46][CH:47]=2)[N:9]=1)=[O:5]. The catalyst class is: 2. Reactant: [CH3:1][O:2][CH2:3][C:4](Cl)=[O:5].[NH2:7][C:8]1[C:12]2[CH:13]=[N:14][C:15]([NH:17][C:18]([NH:20][C@@H:21]([C:23]3[CH:28]=[CH:27][CH:26]=[CH:25][CH:24]=3)[CH3:22])=[O:19])=[CH:16][C:11]=2[N:10]([C:29]([C:42]2[CH:47]=[CH:46][CH:45]=[CH:44][CH:43]=2)([C:36]2[CH:41]=[CH:40][CH:39]=[CH:38][CH:37]=2)[C:30]2[CH:35]=[CH:34][CH:33]=[CH:32][CH:31]=2)[N:9]=1.N1C=CC=CC=1.C(O)C(N)(CO)CO. (2) Product: [CH2:1]([O:3][C:4]([C:5]1[C:13](=[O:21])[C:14]2[C:19](=[CH:18][CH:17]=[C:16]([CH3:20])[CH:15]=2)[C:6]=1[C:7]1[CH:12]=[CH:11][CH:10]=[CH:9][CH:8]=1)=[O:22])[CH3:2]. The catalyst class is: 4. Reactant: [CH2:1]([O:3][C:4](=[O:22])[C:5]([C:13](=[O:21])[C:14]1[CH:19]=[CH:18][CH:17]=[C:16]([CH3:20])[CH:15]=1)=[CH:6][C:7]1[CH:12]=[CH:11][CH:10]=[CH:9][CH:8]=1)[CH3:2].CS(O)(=O)=O.C(=O)(O)[O-].[Na+]. (3) Reactant: Cl.[N+:2]([C:5]1[CH:6]=[C:7]([CH:11]=[CH:12][CH:13]=1)[C:8]([NH2:10])=[NH:9])([O-:4])=[O:3].C([O-])(O)=O.[Na+].O.[N+:20]([C:23]1[CH:32]=[CH:31][C:26]([C:27](=O)[CH2:28]Br)=[CH:25][CH:24]=1)([O-:22])=[O:21]. Product: [N+:2]([C:5]1[CH:6]=[C:7]([C:8]2[NH:10][C:27]([C:26]3[CH:25]=[CH:24][C:23]([N+:20]([O-:22])=[O:21])=[CH:32][CH:31]=3)=[CH:28][N:9]=2)[CH:11]=[CH:12][CH:13]=1)([O-:4])=[O:3]. The catalyst class is: 1. (4) Reactant: [C:1]([C:3]1[C:7]2[CH:8]=[C:9]([CH:17]3[CH2:19][CH2:18]3)[C:10]([NH:12][S:13]([CH3:16])(=[O:15])=[O:14])=[CH:11][C:6]=2[O:5][C:4]=1[C:20]1[CH:25]=[CH:24][C:23]([F:26])=[CH:22][CH:21]=1)#[N:2].C(=O)([O-])[O-].[K+].[K+].Cl[CH2:34][CH2:35][CH2:36][S:37]([NH2:40])(=[O:39])=[O:38].[I-].[Na+]. Product: [C:1]([C:3]1[C:7]2[CH:8]=[C:9]([CH:17]3[CH2:18][CH2:19]3)[C:10]([N:12]([S:13]([CH3:16])(=[O:15])=[O:14])[CH2:34][CH2:35][CH2:36][S:37]([NH2:40])(=[O:39])=[O:38])=[CH:11][C:6]=2[O:5][C:4]=1[C:20]1[CH:21]=[CH:22][C:23]([F:26])=[CH:24][CH:25]=1)#[N:2]. The catalyst class is: 148. (5) Reactant: C(OC([NH:8][CH2:9][CH2:10][CH2:11][C:12]([CH2:27][CH2:28][CH2:29][NH:30]C(OC(C)(C)C)=O)([CH2:16][CH2:17][CH2:18][NH:19]C(OC(C)(C)C)=O)[N+:13]([O-:15])=[O:14])=O)(C)(C)C.[F:38][C:39]([F:44])([F:43])[C:40]([OH:42])=[O:41]. Product: [F:38][C:39]([F:44])([F:43])[C:40]([OH:42])=[O:41].[NH2:8][CH2:9][CH2:10][CH2:11][C:12]([CH2:27][CH2:28][CH2:29][NH2:30])([CH2:16][CH2:17][CH2:18][NH2:19])[N+:13]([O-:15])=[O:14]. The catalyst class is: 4. (6) Reactant: [NH2:1][C:2]1[CH:6]=[C:5]([C:7]2[CH:12]=[CH:11][N:10]=[CH:9][CH:8]=2)[S:4][C:3]=1[C:13]([O:15][CH3:16])=[O:14].CO[C:19]([CH3:21])=[CH2:20].C(O)(=O)C.C(O[BH-](OC(=O)C)OC(=O)C)(=O)C.[Na+].C([O-])(O)=O.[Na+]. Product: [CH3:20][CH:19]([NH:1][C:2]1[CH:6]=[C:5]([C:7]2[CH:8]=[CH:9][N:10]=[CH:11][CH:12]=2)[S:4][C:3]=1[C:13]([O:15][CH3:16])=[O:14])[CH3:21]. The catalyst class is: 4. (7) Reactant: [CH:1]12[CH2:10][CH:5]3[CH2:6][CH:7]([CH2:9][CH:3]([CH2:4]3)[CH:2]1[NH:11][C:12]([N:14]1[CH2:19][CH2:18][C:17]3([C:27]4[C:22](=[CH:23][CH:24]=[CH:25][CH:26]=4)[NH:21][CH2:20]3)[CH2:16][CH2:15]1)=[O:13])[CH2:8]2.CCN(C(C)C)C(C)C.[C:37](Cl)(=[O:39])[CH3:38]. Product: [C:37]([N:21]1[C:22]2[C:27](=[CH:26][CH:25]=[CH:24][CH:23]=2)[C:17]2([CH2:16][CH2:15][N:14]([C:12]([NH:11][CH:2]3[CH:3]4[CH2:9][CH:7]5[CH2:6][CH:5]([CH2:10][CH:1]3[CH2:8]5)[CH2:4]4)=[O:13])[CH2:19][CH2:18]2)[CH2:20]1)(=[O:39])[CH3:38]. The catalyst class is: 2. (8) Reactant: [N+:1]([C:4]1[C:5]([C:9]([OH:11])=O)=[N:6][NH:7][CH:8]=1)([O-:3])=[O:2].[NH2:12][C:13]1[CH:18]=[CH:17][CH:16]=[CH:15][CH:14]=1.C(Cl)CCl.C1C=CC2N(O)N=NC=2C=1. Product: [C:13]1([NH:12][C:9]([C:5]2[C:4]([N+:1]([O-:3])=[O:2])=[CH:8][NH:7][N:6]=2)=[O:11])[CH:18]=[CH:17][CH:16]=[CH:15][CH:14]=1. The catalyst class is: 9.